This data is from Full USPTO retrosynthesis dataset with 1.9M reactions from patents (1976-2016). The task is: Predict the reactants needed to synthesize the given product. Given the product [CH:12]([O:10][C:8]1[N:9]=[C:4]([NH2:3])[N:5]=[C:6]([NH2:11])[CH:7]=1)([CH3:14])[CH3:13], predict the reactants needed to synthesize it. The reactants are: [H-].[Na+].[NH2:3][C:4]1[N:9]=[C:8]([OH:10])[CH:7]=[C:6]([NH2:11])[N:5]=1.[CH:12](Br)([CH3:14])[CH3:13].CO.